From a dataset of Forward reaction prediction with 1.9M reactions from USPTO patents (1976-2016). Predict the product of the given reaction. (1) The product is: [CH:36]1([NH:32][C:33]2[C:34]([N:24]3[CH2:23][CH2:22][N:21]([CH2:20][C:19]4[CH:27]=[CH:28][CH:29]=[C:17]([CH3:16])[CH:18]=4)[CH2:26][CH2:25]3)=[CH:40][C:5]3[C:6](=[CH:7][CH:8]=[CH:9][CH:10]=3)[CH:35]=2)[CH2:37][CH2:38]1. Given the reactants ClC1C(NC2CC2)=N[C:5]2[C:10](N=1)=[CH:9][CH:8]=[CH:7][CH:6]=2.[CH3:16][C:17]1[CH:18]=[C:19]([CH:27]=[CH:28][CH:29]=1)[CH2:20][N:21]1[CH2:26][CH2:25][NH:24][CH2:23][CH2:22]1.C([N:32]([CH:36]([CH3:38])[CH3:37])[CH:33]([CH3:35])[CH3:34])C.O1CCOC[CH2:40]1, predict the reaction product. (2) Given the reactants O.[Cl-].[Ca+2:3].[Cl-].[O-:5][P:6]([O:9][P:10]([O-:13])([O-:12])=[O:11])(=[O:8])[O-:7].[Na+].[Na+].[Na+].[Na+], predict the reaction product. The product is: [O-:7][P:6]([O:9][P:10]([O-:13])([O-:12])=[O:11])(=[O:5])[O-:8].[Ca+2:3].[Ca+2:3]. (3) Given the reactants C([O:3][CH:4](OCC)[CH2:5][NH:6][C:7]([C:9]1[S:17][C:16]2[C:11](=[N:12][CH:13]=[CH:14][C:15]=2[O:18][C:19]2[CH:24]=[CH:23][C:22]([NH:25][C:26]([NH:28][C:29]3[CH:34]=[C:33]([CH3:35])[CH:32]=[CH:31][C:30]=3[F:36])=[O:27])=[C:21]([F:37])[CH:20]=2)[CH:10]=1)=[O:8])C.Cl.O.C([O-])(O)=O.[Na+], predict the reaction product. The product is: [F:37][C:21]1[CH:20]=[C:19]([CH:24]=[CH:23][C:22]=1[NH:25][C:26]([NH:28][C:29]1[CH:34]=[C:33]([CH3:35])[CH:32]=[CH:31][C:30]=1[F:36])=[O:27])[O:18][C:15]1[CH:14]=[CH:13][N:12]=[C:11]2[CH:10]=[C:9]([C:7]([NH:6][CH2:5][CH:4]=[O:3])=[O:8])[S:17][C:16]=12. (4) Given the reactants [NH2:1][C:2]1[CH:7]=[C:6]([Cl:8])[CH:5]=[CH:4][C:3]=1[CH2:9][OH:10], predict the reaction product. The product is: [NH2:1][C:2]1[CH:7]=[C:6]([Cl:8])[CH:5]=[CH:4][C:3]=1[CH:9]=[O:10]. (5) Given the reactants [C:1]([C:5]1[C:6]([O:31][CH3:32])=[C:7]([NH:19][C:20](=[O:30])[C:21]2[CH:26]=[CH:25][C:24]([N+:27]([O-])=O)=[CH:23][CH:22]=2)[CH:8]=[C:9]([C:11]2[C:12]([O:17][CH3:18])=[N:13][CH:14]=[CH:15][CH:16]=2)[CH:10]=1)([CH3:4])([CH3:3])[CH3:2].[H-].[Na+].I[CH3:36], predict the reaction product. The product is: [NH2:27][C:24]1[CH:25]=[CH:26][C:21]([C:20]([N:19]([C:7]2[CH:8]=[C:9]([C:11]3[C:12]([O:17][CH3:18])=[N:13][CH:14]=[CH:15][CH:16]=3)[CH:10]=[C:5]([C:1]([CH3:2])([CH3:4])[CH3:3])[C:6]=2[O:31][CH3:32])[CH3:36])=[O:30])=[CH:22][CH:23]=1. (6) Given the reactants CS[C:3](=[N:28][C:29]1[CH:34]=[CH:33][C:32]([F:35])=[C:31]([C:36]([F:39])([F:38])[F:37])[CH:30]=1)[NH:4][C:5](=O)[CH2:6][C@@H:7]([O:9][Si:10]([C:23]([CH3:26])([CH3:25])[CH3:24])([C:17]1[CH:22]=[CH:21][CH:20]=[CH:19][CH:18]=1)[C:11]1[CH:16]=[CH:15][CH:14]=[CH:13][CH:12]=1)[CH3:8].[NH:40]([C:42]1[CH:47]=[CH:46][N:45]=[C:44]([CH3:48])[CH:43]=1)[NH2:41], predict the reaction product. The product is: [CH3:24][C:23]([Si:10]([C:17]1[CH:18]=[CH:19][CH:20]=[CH:21][CH:22]=1)([C:11]1[CH:16]=[CH:15][CH:14]=[CH:13][CH:12]=1)[O:9][C@@H:7]([CH3:8])[CH2:6][C:5]1[N:40]([C:42]2[CH:47]=[CH:46][N:45]=[C:44]([CH3:48])[CH:43]=2)[N:41]=[C:3]([NH:28][C:29]2[CH:34]=[CH:33][C:32]([F:35])=[C:31]([C:36]([F:38])([F:37])[F:39])[CH:30]=2)[N:4]=1)([CH3:26])[CH3:25]. (7) The product is: [Cl:1][C:2]1[CH:3]=[C:4]([CH:12]([CH2:16][C@H:17]2[CH2:22][CH2:21][CH2:20][S:19][CH2:18]2)[C:13]([NH:29][C:30]2[CH:35]=[N:34][CH:33]=[CH:32][N:31]=2)=[O:15])[CH:5]=[CH:6][C:7]=1[S:8]([CH3:11])(=[O:9])=[O:10]. Given the reactants [Cl:1][C:2]1[CH:3]=[C:4]([CH:12]([CH2:16][C@H:17]2[CH2:22][CH2:21][CH2:20][S:19][CH2:18]2)[C:13]([OH:15])=O)[CH:5]=[CH:6][C:7]=1[S:8]([CH3:11])(=[O:10])=[O:9].C(Cl)(=O)C(Cl)=O.[NH2:29][C:30]1[CH:35]=[N:34][CH:33]=[CH:32][N:31]=1.N1C=CC=CC=1, predict the reaction product. (8) Given the reactants F[C:2]1[CH:3]=[C:4]([OH:11])[CH:5]=[CH:6][C:7]=1[N+:8]([O-:10])=[O:9].[CH3:12][S-:13].[Na+].C(=O)([O-])[O-].[K+].[K+].O, predict the reaction product. The product is: [CH3:12][S:13][C:2]1[CH:3]=[C:4]([OH:11])[CH:5]=[CH:6][C:7]=1[N+:8]([O-:10])=[O:9].